Dataset: Full USPTO retrosynthesis dataset with 1.9M reactions from patents (1976-2016). Task: Predict the reactants needed to synthesize the given product. (1) Given the product [Br:1][C:2]1[CH:10]=[C:9]2[C:5]([CH:6]=[N:7][N:8]2[S:11]([C:14]2[CH:15]=[CH:16][C:17]([CH3:20])=[CH:18][CH:19]=2)(=[O:13])=[O:12])=[C:4]([C:21]2[NH:29][N:28]=[N:27][N:22]=2)[CH:3]=1, predict the reactants needed to synthesize it. The reactants are: [Br:1][C:2]1[CH:3]=[C:4]([C:21]#[N:22])[C:5]2[CH:6]=[N:7][N:8]([S:11]([C:14]3[CH:19]=[CH:18][C:17]([CH3:20])=[CH:16][CH:15]=3)(=[O:13])=[O:12])[C:9]=2[CH:10]=1.C[Si]([N:27]=[N+:28]=[N-:29])(C)C.C([Sn](=O)CCCC)CCC. (2) Given the product [O:3]1[C:7]2[CH:8]=[CH:9][C:10]([C:12]3[CH:17]=[CH:16][C:15]([C:18]([NH:20][C@@H:21]([CH:26]4[CH2:31][CH2:30][CH2:29][CH2:28][CH2:27]4)[C:22]([OH:24])=[O:23])=[O:19])=[C:14]([NH:32][C:33]([NH:35][C:36]4[C:37]([CH3:44])=[CH:38][C:39]([CH3:43])=[CH:40][C:41]=4[CH3:42])=[O:34])[CH:13]=3)=[CH:11][C:6]=2[O:5][CH2:4]1, predict the reactants needed to synthesize it. The reactants are: [OH-].[Li+].[O:3]1[C:7]2[CH:8]=[CH:9][C:10]([C:12]3[CH:17]=[CH:16][C:15]([C:18]([NH:20][C@@H:21]([CH:26]4[CH2:31][CH2:30][CH2:29][CH2:28][CH2:27]4)[C:22]([O:24]C)=[O:23])=[O:19])=[C:14]([NH:32][C:33]([NH:35][C:36]4[C:41]([CH3:42])=[CH:40][C:39]([CH3:43])=[CH:38][C:37]=4[CH3:44])=[O:34])[CH:13]=3)=[CH:11][C:6]=2[O:5][CH2:4]1.CO.O. (3) Given the product [CH3:9][C:2]1[N:12]2[CH:13]=[CH:14][CH:15]=[CH:16][C:11]2=[N:10][C:3]=1[C:4]([O:6][CH3:7])=[O:5], predict the reactants needed to synthesize it. The reactants are: Br[CH:2]([CH3:9])[C:3](=O)[C:4]([O:6][CH3:7])=[O:5].[NH2:10][C:11]1[CH:16]=[CH:15][CH:14]=[CH:13][N:12]=1. (4) Given the product [Cl:28][C:25]1[CH:26]=[N:27][C:16]2[N:15]=[C:14]([N:11]3[CH2:12][CH2:13][NH:8][CH2:9][CH2:10]3)[N:19]3[N:20]=[C:21]([CH3:23])[N:22]=[C:18]3[C:17]=2[CH:24]=1, predict the reactants needed to synthesize it. The reactants are: C(OC([N:8]1[CH2:13][CH2:12][N:11]([C:14]2[N:19]3[N:20]=[C:21]([CH3:23])[N:22]=[C:18]3[C:17]3[CH:24]=[C:25]([Cl:28])[CH:26]=[N:27][C:16]=3[N:15]=2)[CH2:10][CH2:9]1)=O)(C)(C)C.C(O)(C(F)(F)F)=O. (5) Given the product [Cl:1][C:2]1[CH:3]=[CH:4][C:5]([O:6][CH2:7][C:8]2[N:12]([CH2:13][CH2:14][CH2:15][CH:16]3[CH2:21][CH2:20][CH2:19][N:18]([C:22]([O:24][C:25]([CH3:28])([CH3:26])[CH3:27])=[O:23])[CH2:17]3)[C:11]3[CH:29]=[CH:30][CH:31]=[C:32]([O:33][CH2:34][CH:35]4[CH2:40][CH2:39][CH2:38][NH:37][CH2:36]4)[C:10]=3[N:9]=2)=[CH:48][CH:49]=1, predict the reactants needed to synthesize it. The reactants are: [Cl:1][C:2]1[CH:49]=[CH:48][C:5]([O:6][CH2:7][C:8]2[N:12]([CH2:13][CH2:14][CH2:15][CH:16]3[CH2:21][CH2:20][CH2:19][N:18]([C:22]([O:24][C:25]([CH3:28])([CH3:27])[CH3:26])=[O:23])[CH2:17]3)[C:11]3[CH:29]=[CH:30][CH:31]=[C:32]([O:33][CH2:34][CH:35]4[CH2:40][CH2:39][CH2:38][N:37](C(OC(C)(C)C)=O)[CH2:36]4)[C:10]=3[N:9]=2)=[CH:4][CH:3]=1.FC(F)(F)C(O)=O. (6) Given the product [CH:3]([O:5][C:6]1[CH:11]=[CH:10][C:9]([C:12]2[N:13]([CH3:19])[N:14]=[CH:15][C:16]=2[CH:17]=[O:18])=[CH:8][CH:7]=1)([CH3:2])[CH3:4], predict the reactants needed to synthesize it. The reactants are: Cl.[CH3:2][CH:3]([O:5][C:6]1[CH:11]=[CH:10][C:9]([C:12]2[C:16]([CH:17]=[O:18])=[CH:15][NH:14][N:13]=2)=[CH:8][CH:7]=1)[CH3:4].[C:19]([O-])([O-])=O.[K+].[K+].CI.O. (7) Given the product [CH3:1][S:2]([C:5]1[CH:10]=[CH:9][C:8]([N:11]2[CH:16]=[CH:15][C:14]([O:17][CH:18]3[CH2:23][CH2:22][N:21]([C:24]([O:26][C:27]4[CH:32]=[CH:31][C:30](/[CH:36]=[CH:37]\[CH3:38])=[CH:29][C:28]=4[CH3:34])=[O:25])[CH2:20][CH2:19]3)=[CH:13][C:12]2=[O:35])=[CH:7][CH:6]=1)(=[O:4])=[O:3], predict the reactants needed to synthesize it. The reactants are: [CH3:1][S:2]([C:5]1[CH:10]=[CH:9][C:8]([N:11]2[CH:16]=[CH:15][C:14]([O:17][CH:18]3[CH2:23][CH2:22][N:21]([C:24]([O:26][C:27]4[CH:32]=[CH:31][C:30](Br)=[CH:29][C:28]=4[CH3:34])=[O:25])[CH2:20][CH2:19]3)=[CH:13][C:12]2=[O:35])=[CH:7][CH:6]=1)(=[O:4])=[O:3].[CH:36](/B(O)O)=[CH:37]/[CH3:38].C(=O)([O-])[O-].[Cs+].[Cs+]. (8) Given the product [CH3:1][C:2]1[CH:6]=[C:5]([NH:7][C:8]2[CH:15]=[C:14]([NH:16][CH:17]3[CH2:23][CH2:22][CH2:21][CH2:20][NH:19][C:18]3=[O:24])[CH:13]=[CH:12][C:9]=2[C:10]([NH2:11])=[O:31])[S:4][N:3]=1, predict the reactants needed to synthesize it. The reactants are: [CH3:1][C:2]1[CH:6]=[C:5]([NH:7][C:8]2[CH:15]=[C:14]([NH:16][CH:17]3[CH2:23][CH2:22][CH2:21][CH2:20][NH:19][C:18]3=[O:24])[CH:13]=[CH:12][C:9]=2[C:10]#[N:11])[S:4][N:3]=1.[OH-].[Na+].OO.CC(O)=[O:31]. (9) Given the product [CH3:1][O:2][C:3]([C:5]1[C:10]([CH:29]=[CH2:30])=[C:9]([NH:12][CH2:13][C:14]2[O:15][CH:16]=[CH:17][CH:18]=2)[CH:8]=[C:7]([C:19]2[CH:24]=[CH:23][C:22]([Cl:25])=[C:21]([O:26][CH3:27])[C:20]=2[F:28])[N:6]=1)=[O:4], predict the reactants needed to synthesize it. The reactants are: [CH3:1][O:2][C:3]([C:5]1[C:10](Cl)=[C:9]([NH:12][CH2:13][C:14]2[O:15][CH:16]=[CH:17][CH:18]=2)[CH:8]=[C:7]([C:19]2[CH:24]=[CH:23][C:22]([Cl:25])=[C:21]([O:26][CH3:27])[C:20]=2[F:28])[N:6]=1)=[O:4].[CH3:29][C:30]1(C)C(C)(C)OB(C=C)O1.[F-].[Cs+].C(COC)OC.